This data is from Forward reaction prediction with 1.9M reactions from USPTO patents (1976-2016). The task is: Predict the product of the given reaction. (1) Given the reactants [CH2:1]([C@@H:8]1[CH2:13][N:12](CC2C=CC=CC=2)[CH2:11][CH2:10][N:9]1[C:21]([C:23]1[N:24]=[CH:25][N:26]([C@H:34]2[CH2:39][CH2:38][CH2:37][CH2:36][C@@H:35]2[NH:40][C:41](=[O:44])[O:42][CH3:43])[C:27]=1[C:28]1[CH:33]=[CH:32][CH:31]=[CH:30][CH:29]=1)=[O:22])[C:2]1[CH:7]=[CH:6][CH:5]=[CH:4][CH:3]=1, predict the reaction product. The product is: [CH2:1]([C@@H:8]1[CH2:13][NH:12][CH2:11][CH2:10][N:9]1[C:21]([C:23]1[N:24]=[CH:25][N:26]([C@H:34]2[CH2:39][CH2:38][CH2:37][CH2:36][C@@H:35]2[NH:40][C:41](=[O:44])[O:42][CH3:43])[C:27]=1[C:28]1[CH:33]=[CH:32][CH:31]=[CH:30][CH:29]=1)=[O:22])[C:2]1[CH:7]=[CH:6][CH:5]=[CH:4][CH:3]=1. (2) Given the reactants [CH2:1]([O:3][C:4]([C:6]1[N:7]=[C:8]2[CH:13]=[C:12]([CH:14](Br)Br)[CH:11]=[CH:10][N:9]2[C:17]=1[C:18]1[CH:23]=[CH:22][CH:21]=[CH:20][CH:19]=1)=[O:5])[CH3:2].[O:24]1CCOCC1, predict the reaction product. The product is: [CH2:1]([O:3][C:4]([C:6]1[N:7]=[C:8]2[CH:13]=[C:12]([CH:14]=[O:24])[CH:11]=[CH:10][N:9]2[C:17]=1[C:18]1[CH:23]=[CH:22][CH:21]=[CH:20][CH:19]=1)=[O:5])[CH3:2]. (3) Given the reactants [Br:1][C:2]1[N:7]=[C:6](C=O)[CH:5]=[CH:4][CH:3]=1.[CH:10](OC)([O:13][CH3:14])[O:11][CH3:12].C1(C)C(S(O)(=O)=O)=CC=CC=1, predict the reaction product. The product is: [Br:1][C:2]1[CH:3]=[CH:4][CH:5]=[C:6]([CH:10]([O:13][CH3:14])[O:11][CH3:12])[N:7]=1. (4) Given the reactants [Cl:1][C:2]1[C:3]([NH:18][C:19]2[CH:23]=[C:22](OC(C)C)[NH:21][N:20]=2)=[N:4][C:5]([NH:8][C@H:9]([C:11]2[CH:16]=[CH:15][C:14]([F:17])=[CH:13][N:12]=2)[CH3:10])=[N:6][CH:7]=1.Cl[C:29]1N=C(NC2C=C(C)NN=2)C(Cl)=CN=1.CCN(C(C)C)C(C)C, predict the reaction product. The product is: [Cl:1][C:2]1[C:3]([NH:18][C:19]2[CH:23]=[C:22]([CH3:29])[NH:21][N:20]=2)=[N:4][C:5]([NH:8][C@H:9]([C:11]2[CH:16]=[CH:15][C:14]([F:17])=[CH:13][N:12]=2)[CH3:10])=[N:6][CH:7]=1. (5) Given the reactants [OH:1][CH:2]1[CH2:11][CH2:10][C:9]2[CH:8]=[C:7]([C@H:12]3[CH2:16][CH2:15][C@:14]([NH:19][C:20](=[O:26])[O:21][C:22]([CH3:25])([CH3:24])[CH3:23])([CH2:17][OH:18])[CH2:13]3)[CH:6]=[CH:5][C:4]=2[CH2:3]1.CO[C:29](OC)([CH3:31])[CH3:30].B(F)(F)F.CCOCC, predict the reaction product. The product is: [OH:1][CH:2]1[CH2:11][CH2:10][C:9]2[CH:8]=[C:7]([C@H:12]3[CH2:16][CH2:15][C@@:14]4([N:19]([C:20]([O:21][C:22]([CH3:23])([CH3:25])[CH3:24])=[O:26])[C:29]([CH3:31])([CH3:30])[O:18][CH2:17]4)[CH2:13]3)[CH:6]=[CH:5][C:4]=2[CH2:3]1. (6) Given the reactants [F:1][C:2]1[CH:3]=[C:4]([C:12](=O)[CH2:13][C:14](=O)[C:15]([F:18])([F:17])[F:16])[CH:5]=[CH:6][C:7]=1[C:8]([F:11])([F:10])[F:9].[NH2:21][C:22]1[C:26]([C:27]2[CH:32]=[C:31]([CH3:33])[N:30]=[C:29]([CH3:34])[CH:28]=2)=[CH:25][NH:24][N:23]=1, predict the reaction product. The product is: [F:1][C:2]1[CH:3]=[C:4]([C:12]2[CH:13]=[C:14]([C:15]([F:18])([F:17])[F:16])[N:23]3[N:24]=[CH:25][C:26]([C:27]4[CH:32]=[C:31]([CH3:33])[N:30]=[C:29]([CH3:34])[CH:28]=4)=[C:22]3[N:21]=2)[CH:5]=[CH:6][C:7]=1[C:8]([F:11])([F:10])[F:9]. (7) The product is: [NH2:1][C:2]1[N:3]=[CH:4][C:5]([C:8]2[N:9]=[C:10]([N:29]3[CH2:30][CH2:31][O:32][CH2:33][CH2:34]3)[C:11]3[S:16][C:15]([CH:17]([C:19]4[CH:24]=[CH:23][CH:22]=[C:21]([S:25]([CH3:28])(=[O:26])=[O:27])[CH:20]=4)[OH:18])=[CH:14][C:12]=3[N:13]=2)=[CH:6][N:7]=1. Given the reactants [NH2:1][C:2]1[N:7]=[CH:6][C:5]([C:8]2[N:9]=[C:10]([N:29]3[CH2:34][CH2:33][O:32][CH2:31][CH2:30]3)[C:11]3[S:16][C:15]([C:17]([C:19]4[CH:24]=[CH:23][CH:22]=[C:21]([S:25]([CH3:28])(=[O:27])=[O:26])[CH:20]=4)=[O:18])=[CH:14][C:12]=3[N:13]=2)=[CH:4][N:3]=1.[BH4-].[Na+], predict the reaction product.